Task: Predict the reaction yield, written as a fraction of the theoretical maximum amount of product (1.0 means a 100% yield; for example, 0.34 means a 34% yield).. Dataset: Reaction yield outcomes from USPTO patents with 853,638 reactions The reactants are [CH2:1]([O:8][C:9]1[CH:14]=[CH:13][CH:12]=[CH:11][C:10]=1[C:15]1[NH:16][C:17](=[O:25])[C:18](=[C:21]([S:23][CH3:24])[CH:22]=1)[C:19]#[N:20])[C:2]1[CH:7]=[CH:6][CH:5]=[CH:4][CH:3]=1.ClC1C=CC=C(C(OO)=[O:34])C=1. The catalyst is C(Cl)Cl. The product is [CH2:1]([O:8][C:9]1[CH:14]=[CH:13][CH:12]=[CH:11][C:10]=1[C:15]1[NH:16][C:17](=[O:25])[C:18](=[C:21]([S:23]([CH3:24])=[O:34])[CH:22]=1)[C:19]#[N:20])[C:2]1[CH:3]=[CH:4][CH:5]=[CH:6][CH:7]=1. The yield is 0.960.